From a dataset of Full USPTO retrosynthesis dataset with 1.9M reactions from patents (1976-2016). Predict the reactants needed to synthesize the given product. (1) Given the product [CH:23]1([O:24][CH2:25][C:26]2[CH:16]=[CH:15][CH:8]=[CH:9][C:10]=2[C:5]2([N:7]=[C:8]([C:15]3[CH:20]=[CH:19][CH:18]=[CH:17][CH:16]=3)[C:9]3[CH:14]=[CH:13][CH:12]=[CH:11][CH:10]=3)[NH:4][CH:3]=[CH:2][S:6]2)[CH2:14][CH2:13][CH2:12][CH2:11][CH2:22]1, predict the reactants needed to synthesize it. The reactants are: Br[C:2]1[S:6][C:5]([N:7]=[C:8]([C:15]2[CH:20]=[CH:19][CH:18]=[CH:17][CH:16]=2)[C:9]2[CH:14]=[CH:13][CH:12]=[CH:11][CH:10]=2)=[N:4][CH:3]=1.O1[CH2:26][CH2:25][O:24][CH2:23][CH2:22]1. (2) Given the product [N:15]1[CH:16]=[CH:17][CH:18]=[CH:19][C:14]=1[C:4]1[CH:12]=[CH:11][C:7]([C:8]([OH:10])=[O:9])=[CH:6][CH:5]=1, predict the reactants needed to synthesize it. The reactants are: B([C:4]1[CH:12]=[CH:11][C:7]([C:8]([OH:10])=[O:9])=[CH:6][CH:5]=1)(O)O.Br[C:14]1[CH:19]=[CH:18][CH:17]=[CH:16][N:15]=1.C(=O)([O-])[O-].[K+].[K+]. (3) Given the product [F:14][C:7]1[CH:8]=[C:9]([F:13])[CH:10]=[C:11]([I:12])[C:6]=1[O:5][CH2:4][CH2:3][CH2:2][O:23][C:17]1[CH:18]=[CH:19][C:20]([F:22])=[CH:21][C:16]=1[I:15], predict the reactants needed to synthesize it. The reactants are: Br[CH2:2][CH2:3][CH2:4][O:5][C:6]1[C:11]([I:12])=[CH:10][C:9]([F:13])=[CH:8][C:7]=1[F:14].[I:15][C:16]1[CH:21]=[C:20]([F:22])[CH:19]=[CH:18][C:17]=1[OH:23].C(=O)([O-])[O-].[K+].[K+]. (4) Given the product [NH2:46][C:47]1[N:48]=[CH:49][C:50]([C:2]2[CH:3]=[CH:4][C:5]([Cl:19])=[C:6]([S:8]([NH:11][CH:12]3[CH2:17][CH2:16][CH:15]([OH:18])[CH2:14][CH2:13]3)(=[O:10])=[O:9])[CH:7]=2)=[N:51][CH:52]=1, predict the reactants needed to synthesize it. The reactants are: Br[C:2]1[CH:3]=[CH:4][C:5]([Cl:19])=[C:6]([S:8]([NH:11][CH:12]2[CH2:17][CH2:16][CH:15]([OH:18])[CH2:14][CH2:13]2)(=[O:10])=[O:9])[CH:7]=1.B1(B2OC(C)(C)C(C)(C)O2)OC(C)(C)C(C)(C)O1.C(Cl)Cl.C([O-])(=O)C.[K+].[NH2:46][C:47]1[CH:52]=[N:51][C:50](Br)=[CH:49][N:48]=1.C([O-])([O-])=O.[Na+].[Na+].